From a dataset of Catalyst prediction with 721,799 reactions and 888 catalyst types from USPTO. Predict which catalyst facilitates the given reaction. Reactant: [CH3:1][NH:2][C@@H:3]1[C:8]2[CH:9]=[CH:10][CH:11]=[CH:12][C:7]=2[C@H:6]([C:13]2[CH:14]=[CH:15][C:16]([Cl:20])=[C:17]([Cl:19])[CH:18]=2)[CH2:5][CH2:4]1.C([O-])(=O)C(C1C=CC=CC=1)O. Product: [CH3:1][NH:2][C@@H:3]1[C:8]2[CH:9]=[CH:10][CH:11]=[CH:12][C:7]=2[C@H:6]([C:13]2[CH:14]=[CH:15][C:16]([Cl:20])=[C:17]([Cl:19])[CH:18]=2)[CH2:5][CH2:4]1.[ClH:19]. The catalyst class is: 6.